This data is from Reaction yield outcomes from USPTO patents with 853,638 reactions. The task is: Predict the reaction yield, written as a fraction of the theoretical maximum amount of product (1.0 means a 100% yield; for example, 0.34 means a 34% yield). (1) The reactants are Cl[C:2]1[CH:11]=[C:10]([C:12]#[N:13])[C:5]([C:6]([O:8][CH3:9])=[O:7])=[C:4]([NH:14][C:15]2[CH:20]=[CH:19][CH:18]=[C:17]([S:21]([CH3:24])(=[O:23])=[O:22])[CH:16]=2)[N:3]=1.[NH2:25][C@@H:26]1[CH2:31][CH2:30][CH2:29][CH2:28][C@@H:27]1[NH:32][C:33](=[O:39])[O:34][C:35]([CH3:38])([CH3:37])[CH3:36].CCN(CC)CC.C([O-])(O)=O.[Na+]. The catalyst is C1COCC1.CN(C=O)C. The product is [C:35]([O:34][C:33]([NH:32][C@H:27]1[CH2:28][CH2:29][CH2:30][CH2:31][C@H:26]1[NH:25][C:2]1[CH:11]=[C:10]([C:12]#[N:13])[C:5]([C:6]([O:8][CH3:9])=[O:7])=[C:4]([NH:14][C:15]2[CH:20]=[CH:19][CH:18]=[C:17]([S:21]([CH3:24])(=[O:23])=[O:22])[CH:16]=2)[N:3]=1)=[O:39])([CH3:38])([CH3:36])[CH3:37]. The yield is 0.750. (2) The reactants are I[C:2]1[C:10]2[C:5](=[N:6][CH:7]=[CH:8][C:9]=2[N:11]2[CH2:16][CH2:15][N:14]([C:17]([O:19][C:20]([CH3:23])([CH3:22])[CH3:21])=[O:18])[CH2:13][CH2:12]2)[N:4]([CH2:24][C:25]2[CH:30]=[CH:29][C:28]([O:31][CH3:32])=[CH:27][CH:26]=2)[N:3]=1.N1C2C(=CC=C3C=2N=CC=C3)C=CC=1.[CH3:47][C:48]1([CH3:55])[O:52][CH:51]([CH2:53][OH:54])[CH2:50][O:49]1.[F-].[K+]. The catalyst is C1(C)C=CC=CC=1.C(OCC)(=O)C. The product is [CH3:47][C:48]1([CH3:55])[O:52][CH:51]([CH2:53][O:54][C:2]2[C:10]3[C:5](=[N:6][CH:7]=[CH:8][C:9]=3[N:11]3[CH2:16][CH2:15][N:14]([C:17]([O:19][C:20]([CH3:23])([CH3:22])[CH3:21])=[O:18])[CH2:13][CH2:12]3)[N:4]([CH2:24][C:25]3[CH:30]=[CH:29][C:28]([O:31][CH3:32])=[CH:27][CH:26]=3)[N:3]=2)[CH2:50][O:49]1. The yield is 0.560. (3) The catalyst is O. The yield is 0.580. The reactants are Cl.[NH2:2][CH2:3][C:4](=O)[CH2:5][CH2:6][C:7]([OH:9])=[O:8].[CH3:11][S:12]([CH2:15][C:16](=O)[CH3:17])(=[O:14])=[O:13].C([O-])(=O)C.[Na+]. The product is [CH3:11][S:12]([C:15]1[C:4]([CH2:5][CH2:6][C:7]([OH:9])=[O:8])=[CH:3][NH:2][C:16]=1[CH3:17])(=[O:14])=[O:13]. (4) The reactants are Br[C:2]1[CH:7]=[CH:6][C:5](/[CH:8]=[CH:9]/[S:10]([NH:13][C:14]2[CH:19]=[CH:18][CH:17]=[CH:16][C:15]=2[S:20]([NH2:23])(=[O:22])=[O:21])(=[O:12])=[O:11])=[CH:4][CH:3]=1.[C:24]([C:28]#[C:29]B(OC(C)C)OC(C)C)([CH3:27])([CH3:26])[CH3:25].C(=O)([O-])[O-].[Na+].[Na+].O. The catalyst is CN(C)C=O.Cl[Pd]Cl.C1(P(C2C=CC=CC=2)[C-]2C=CC=C2)C=CC=CC=1.[C-]1(P(C2C=CC=CC=2)C2C=CC=CC=2)C=CC=C1.[Fe+2]. The product is [CH3:25][C:24]([CH3:27])([CH3:26])[C:28]#[C:29][C:2]1[CH:7]=[CH:6][C:5](/[CH:8]=[CH:9]/[S:10]([NH:13][C:14]2[CH:19]=[CH:18][CH:17]=[CH:16][C:15]=2[S:20]([NH2:23])(=[O:22])=[O:21])(=[O:12])=[O:11])=[CH:4][CH:3]=1. The yield is 0.230. (5) The reactants are [Cl:1][C:2]1[CH:17]=[CH:16][C:5]([C:6]([NH:8][C:9]2[CH:10]=[N:11][C:12]([OH:15])=[CH:13][CH:14]=2)=[O:7])=[CH:4][CH:3]=1.[CH3:18][N:19]([C:23]1[CH:28]=[CH:27][CH:26]=[CH:25][CH:24]=1)[C:20](Cl)=[O:21].N12CCN(CC1)CC2.CN(C)C=O. The catalyst is O. The product is [Cl:1][C:2]1[CH:17]=[CH:16][C:5]([C:6]([NH:8][C:9]2[CH:14]=[CH:13][C:12]([O:15][C:20](=[O:21])[N:19]([CH3:18])[C:23]3[CH:28]=[CH:27][CH:26]=[CH:25][CH:24]=3)=[N:11][CH:10]=2)=[O:7])=[CH:4][CH:3]=1. The yield is 0.530. (6) The reactants are [OH:1][CH:2]1[C@H:7]([CH3:8])[CH2:6][CH2:5][C@@H:4]([C:9]([OH:11])=[O:10])[CH2:3]1.N1C=CC=CC=1.[C:18](OC(=O)C)(=[O:20])[CH3:19]. The catalyst is C(Cl)Cl. The product is [C:18]([O:1][CH:2]1[C@H:7]([CH3:8])[CH2:6][CH2:5][C@@H:4]([C:9]([OH:11])=[O:10])[CH2:3]1)(=[O:20])[CH3:19]. The yield is 0.450.